This data is from Reaction yield outcomes from USPTO patents with 853,638 reactions. The task is: Predict the reaction yield, written as a fraction of the theoretical maximum amount of product (1.0 means a 100% yield; for example, 0.34 means a 34% yield). (1) The reactants are [CH3:1][O:2][C:3]1[C:4]([N+:13]([O-:15])=[O:14])=[CH:5][C:6]([CH3:12])=[C:7]([CH:11]=1)[C:8]([OH:10])=[O:9].S(Cl)(Cl)=O.[CH3:20]O. No catalyst specified. The product is [CH3:1][O:2][C:3]1[C:4]([N+:13]([O-:15])=[O:14])=[CH:5][C:6]([CH3:12])=[C:7]([CH:11]=1)[C:8]([O:10][CH3:20])=[O:9]. The yield is 0.820. (2) The reactants are [OH:1][C:2]([CH3:35])([CH3:34])[CH2:3][C@@:4]1([C:28]2[CH:33]=[CH:32][CH:31]=[CH:30][CH:29]=2)[O:9][C:8](=[O:10])[N:7]([C@H:11]([C:13]2[CH:18]=[CH:17][C:16](B3OC(C)(C)C(C)(C)O3)=[CH:15][CH:14]=2)[CH3:12])[CH2:6][CH2:5]1.Br[C:37]1[CH:38]=[CH:39][C:40]([O:43][CH2:44][CH2:45][F:46])=[N:41][CH:42]=1.C([O-])([O-])=O.[Cs+].[Cs+].CCOC(C)=O. The catalyst is O1CCOCC1.Cl[Pd](Cl)([P](C1C=CC=CC=1)(C1C=CC=CC=1)C1C=CC=CC=1)[P](C1C=CC=CC=1)(C1C=CC=CC=1)C1C=CC=CC=1.O. The product is [F:46][CH2:45][CH2:44][O:43][C:40]1[N:41]=[CH:42][C:37]([C:16]2[CH:17]=[CH:18][C:13]([C@@H:11]([N:7]3[CH2:6][CH2:5][C@:4]([CH2:3][C:2]([OH:1])([CH3:35])[CH3:34])([C:28]4[CH:29]=[CH:30][CH:31]=[CH:32][CH:33]=4)[O:9][C:8]3=[O:10])[CH3:12])=[CH:14][CH:15]=2)=[CH:38][CH:39]=1. The yield is 0.110.